This data is from NCI-60 drug combinations with 297,098 pairs across 59 cell lines. The task is: Regression. Given two drug SMILES strings and cell line genomic features, predict the synergy score measuring deviation from expected non-interaction effect. Drug 1: CC(C1=C(C=CC(=C1Cl)F)Cl)OC2=C(N=CC(=C2)C3=CN(N=C3)C4CCNCC4)N. Drug 2: C1=NC2=C(N=C(N=C2N1C3C(C(C(O3)CO)O)O)F)N. Cell line: NCI-H522. Synergy scores: CSS=4.76, Synergy_ZIP=-5.32, Synergy_Bliss=-8.04, Synergy_Loewe=-9.79, Synergy_HSA=-9.33.